Predict the product of the given reaction. From a dataset of Forward reaction prediction with 1.9M reactions from USPTO patents (1976-2016). (1) Given the reactants [CH2:1]([O:8][CH2:9][C@@H:10]1[CH2:14][O:13]C(C)(C)[O:11]1)[C:2]1[CH:7]=[CH:6][CH:5]=[CH:4][CH:3]=1.Cl.C(=O)(O)[O-].[Na+], predict the reaction product. The product is: [CH2:1]([O:8][CH2:9][C@@H:10]([OH:11])[CH2:14][OH:13])[C:2]1[CH:7]=[CH:6][CH:5]=[CH:4][CH:3]=1. (2) Given the reactants [NH2:1][C:2]1[CH:7]=[CH:6][C:5]([N:8]2[C:14](=[O:15])[CH2:13][C:12](=[O:16])[NH:11][C:10]3[C:17]4[C:22]([CH:23]=[CH:24][C:9]2=3)=[CH:21][CH:20]=[CH:19][CH:18]=4)=[CH:4][CH:3]=1.[CH3:25][C:26]1[CH:36]=[CH:35][CH:34]=[CH:33][C:27]=1[CH:28]=[CH:29][C:30](Cl)=[O:31].O=C1CC(=O)N(C2C=CC(C(O)=O)=CC=2)C2C=CC3C(C=2N1)=CC=CC=3, predict the reaction product. The product is: [CH3:25][C:26]1[CH:36]=[CH:35][CH:34]=[CH:33][C:27]=1[CH:28]=[CH:29][C:30]([NH:1][C:2]1[CH:7]=[CH:6][C:5]([N:8]2[C:14](=[O:15])[CH2:13][C:12](=[O:16])[NH:11][C:10]3[C:17]4[C:22]([CH:23]=[CH:24][C:9]2=3)=[CH:21][CH:20]=[CH:19][CH:18]=4)=[CH:4][CH:3]=1)=[O:31]. (3) Given the reactants [CH3:1][C:2]1[C:16]([NH:17][C:18](=[O:20])[CH3:19])=[CH:15][C:5]2[CH2:6][CH2:7][CH2:8][C:9]3([CH2:14][C:4]=2[CH:3]=1)[O:13][CH2:12][CH2:11][O:10]3.CC([O-])=O.[K+].CC(O)=O.C(OC(=O)C)(=O)C.C1OCCOCCOCCOCCOCCOC1.C(O[N:61]=O)CC(C)C.C([O-])(O)=O.[Na+], predict the reaction product. The product is: [O:10]1[CH2:11][CH2:12][O:13][C:9]21[CH2:14][C:4]1[CH:3]=[C:2]3[C:16](=[CH:15][C:5]=1[CH2:6][CH2:7][CH2:8]2)[N:17]([C:18](=[O:20])[CH3:19])[N:61]=[CH:1]3. (4) The product is: [Cl:1][C:2]1[CH:3]=[C:4]([CH:8]([OH:21])[CH:9]([CH3:20])[CH2:10][NH:11][CH3:12])[CH:5]=[CH:6][CH:7]=1. Given the reactants [Cl:1][C:2]1[CH:3]=[C:4]([C:8](=[O:21])[CH:9]([CH3:20])[CH2:10][N:11](C)[C:12](=O)OC(C)(C)C)[CH:5]=[CH:6][CH:7]=1.[H-].[H-].[H-].[H-].[Li+].[Al+3], predict the reaction product. (5) Given the reactants C([C:4]1[CH:9]=[CH:8][C:7]([C:10]2[N:14]=[C:13]([C:15]3[S:19][C:18]([CH2:20][N:21]([CH2:24][CH3:25])[CH2:22][CH3:23])=[C:17]([CH3:26])[CH:16]=3)[O:12][N:11]=2)=[CH:6][CH:5]=1)C=C.C[N+]1([O-])CC[O:31]CC1.[CH3:35][C:36]([CH3:38])=[O:37], predict the reaction product. The product is: [CH2:22]([N:21]([CH2:20][C:18]1[S:19][C:15]([C:13]2[O:12][N:11]=[C:10]([C:7]3[CH:8]=[CH:9][C:4]([CH2:35][CH:36]([OH:37])[CH2:38][OH:31])=[CH:5][CH:6]=3)[N:14]=2)=[CH:16][C:17]=1[CH3:26])[CH2:24][CH3:25])[CH3:23].